Dataset: Peptide-MHC class I binding affinity with 185,985 pairs from IEDB/IMGT. Task: Regression. Given a peptide amino acid sequence and an MHC pseudo amino acid sequence, predict their binding affinity value. This is MHC class I binding data. (1) The peptide sequence is LEKWNLGII. The MHC is HLA-A31:01 with pseudo-sequence HLA-A31:01. The binding affinity (normalized) is 0.0847. (2) The peptide sequence is ILSDENYLLK. The MHC is HLA-A03:01 with pseudo-sequence HLA-A03:01. The binding affinity (normalized) is 0.626. (3) The peptide sequence is RRWRRLTVC. The MHC is HLA-B14:02 with pseudo-sequence HLA-B14:02. The binding affinity (normalized) is 0.630. (4) The peptide sequence is VFRTSTPRVV. The MHC is HLA-A26:01 with pseudo-sequence HLA-A26:01. The binding affinity (normalized) is 0. (5) The peptide sequence is MPAYIRNTL. The MHC is HLA-B35:01 with pseudo-sequence HLA-B35:01. The binding affinity (normalized) is 0.867. (6) The peptide sequence is KLYPNVDFY. The MHC is HLA-A26:01 with pseudo-sequence HLA-A26:01. The binding affinity (normalized) is 0.0847. (7) The peptide sequence is QIMEVTARW. The MHC is HLA-B58:01 with pseudo-sequence HLA-B58:01. The binding affinity (normalized) is 0.730. (8) The peptide sequence is ASPISSIFSR. The MHC is HLA-A02:02 with pseudo-sequence HLA-A02:02. The binding affinity (normalized) is 0.